From a dataset of M1 muscarinic receptor antagonist screen with 61,756 compounds. Binary Classification. Given a drug SMILES string, predict its activity (active/inactive) in a high-throughput screening assay against a specified biological target. (1) The molecule is O=C1NC(C(C1)c1ccccc1)C(O)=O. The result is 0 (inactive). (2) The drug is S(=O)(=O)(NCC(=O)N1CCN(CC1)C(OCC)=O)c1sccc1. The result is 0 (inactive). (3) The compound is O1CCN(CC1)C(=O)COc1c(OC)cc(cc1)/C=N\n1cnnc1. The result is 0 (inactive). (4) The compound is O=c1n(n(c(c1NC(=O)Nc1cc2OCOc2cc1)C)C)c1ccccc1. The result is 0 (inactive).